This data is from Reaction yield outcomes from USPTO patents with 853,638 reactions. The task is: Predict the reaction yield, written as a fraction of the theoretical maximum amount of product (1.0 means a 100% yield; for example, 0.34 means a 34% yield). The reactants are O[C:2]1[CH:3]=[C:4]([NH:8][C:9]2[N:14]=[C:13]([NH:15][C:16]3[CH:21]=[CH:20][CH:19]=[C:18](O)[CH:17]=3)[C:12]([F:23])=[CH:11][N:10]=2)[CH:5]=[CH:6][CH:7]=1.[CH2:24]([N:31]1[CH2:36][CH2:35][N:34](C2C=CC(N)=CC=2)[CH2:33][CH2:32]1)[C:25]1[CH:30]=[CH:29][CH:28]=[CH:27][CH:26]=1.Cl[C:45]1[N:50]=[C:49](Cl)[C:48](F)=[CH:47]N=1. No catalyst specified. The product is [CH2:49]([N:50]1[CH2:45][CH2:9][N:8]([C:7]2[CH:6]=[CH:5][C:4]([NH:8][C:9]3[N:14]=[C:13]([NH:15][C:16]4[CH:21]=[CH:20][C:19]([N:34]5[CH2:33][CH2:32][N:31]([CH2:24][C:25]6[CH:26]=[CH:27][CH:28]=[CH:29][CH:30]=6)[CH2:36][CH2:35]5)=[CH:18][CH:17]=4)[C:12]([F:23])=[CH:11][N:10]=3)=[CH:3][CH:2]=2)[CH2:4][CH2:3]1)[C:48]1[CH:47]=[CH:2][CH:7]=[CH:6][CH:5]=1. The yield is 0.640.